This data is from Forward reaction prediction with 1.9M reactions from USPTO patents (1976-2016). The task is: Predict the product of the given reaction. (1) Given the reactants C1CCN(C(/N=N/C(N2CCCCC2)=O)=O)CC1.C(P(CCCC)CCCC)CCC.[C:32]([O:36][C:37](=[O:46])[NH:38][C:39]1[CH:44]=[CH:43][CH:42]=[C:41]([OH:45])[CH:40]=1)([CH3:35])([CH3:34])[CH3:33].[CH2:47]([O:54][C:55]([N:57]1[CH2:62][CH2:61][CH:60](O)[CH2:59][CH2:58]1)=[O:56])[C:48]1[CH:53]=[CH:52][CH:51]=[CH:50][CH:49]=1, predict the reaction product. The product is: [CH2:47]([O:54][C:55]([N:57]1[CH2:62][CH2:61][CH:60]([O:45][C:41]2[CH:42]=[CH:43][CH:44]=[C:39]([NH:38][C:37]([O:36][C:32]([CH3:35])([CH3:33])[CH3:34])=[O:46])[CH:40]=2)[CH2:59][CH2:58]1)=[O:56])[C:48]1[CH:49]=[CH:50][CH:51]=[CH:52][CH:53]=1. (2) Given the reactants [F:1][C:2]([F:11])([F:10])[CH:3]1[CH2:8][CH2:7][CH:6]([NH2:9])[CH2:5][CH2:4]1.Cl[C:13](OC1C=CC([N+]([O-])=O)=CC=1)=[O:14].C(N(C(C)C)CC)(C)C.[Cl:34][C:35]1[CH:44]=[C:43]2[C:38]([C:39]([N:45]3[CH2:50][CH2:49][NH:48][CH2:47][CH2:46]3)=[CH:40][CH:41]=[N:42]2)=[CH:37][CH:36]=1, predict the reaction product. The product is: [Cl:34][C:35]1[CH:44]=[C:43]2[C:38]([C:39]([N:45]3[CH2:50][CH2:49][N:48]([C:13]([NH:9][CH:6]4[CH2:5][CH2:4][CH:3]([C:2]([F:10])([F:11])[F:1])[CH2:8][CH2:7]4)=[O:14])[CH2:47][CH2:46]3)=[CH:40][CH:41]=[N:42]2)=[CH:37][CH:36]=1. (3) The product is: [CH3:1][O:2][C:3]1[C:4](=[O:25])[C:5]([CH3:24])=[C:6]([CH2:12][C:13]2[CH:18]=[CH:17][C:16]([CH2:19][CH2:20][C:21]([NH:29][CH2:28][CH2:26][OH:27])=[O:22])=[CH:15][CH:14]=2)[C:7](=[O:11])[C:8]=1[O:9][CH3:10]. Given the reactants [CH3:1][O:2][C:3]1[C:4](=[O:25])[C:5]([CH3:24])=[C:6]([CH2:12][C:13]2[CH:18]=[CH:17][C:16]([CH2:19][CH2:20][C:21](O)=[O:22])=[CH:15][CH:14]=2)[C:7](=[O:11])[C:8]=1[O:9][CH3:10].[CH2:26]([CH2:28][NH2:29])[OH:27], predict the reaction product. (4) Given the reactants [C:1]1([CH3:11])[CH:6]=[CH:5][C:4]([S:7](Cl)(=[O:9])=[O:8])=[CH:3][CH:2]=1.[NH:12]1[CH:16]=[CH:15][N:14]=[C:13]1[CH:17]=[O:18].C(N(CC)CC)C, predict the reaction product. The product is: [CH3:11][C:1]1[CH:6]=[CH:5][C:4]([S:7]([N:12]2[CH:16]=[CH:15][N:14]=[C:13]2[CH:17]=[O:18])(=[O:9])=[O:8])=[CH:3][CH:2]=1. (5) Given the reactants C[O:2][C:3]([C@@H:5]1[CH2:14][C:13]2[CH:12]=[C:11]3[O:15][CH2:16][C@H:17]([C:19]4[CH:24]=[CH:23][C:22]([O:25][CH2:26][C:27]5[CH:32]=[CH:31][C:30]([Cl:33])=[C:29]([Cl:34])[CH:28]=5)=[CH:21][CH:20]=4)[O:18][C:10]3=[CH:9][C:8]=2[CH2:7][N:6]1[C@H:35]([C:38]1[CH:43]=[CH:42][CH:41]=[CH:40][CH:39]=1)[CH2:36][CH3:37])=[O:4].CO.[Li+].[OH-], predict the reaction product. The product is: [Cl:34][C:29]1[CH:28]=[C:27]([CH:32]=[CH:31][C:30]=1[Cl:33])[CH2:26][O:25][C:22]1[CH:21]=[CH:20][C:19]([C@H:17]2[CH2:16][O:15][C:11]3=[CH:12][C:13]4[CH2:14][C@@H:5]([C:3]([OH:4])=[O:2])[N:6]([C@H:35]([C:38]5[CH:43]=[CH:42][CH:41]=[CH:40][CH:39]=5)[CH2:36][CH3:37])[CH2:7][C:8]=4[CH:9]=[C:10]3[O:18]2)=[CH:24][CH:23]=1. (6) Given the reactants [I:1][C:2]1[CH:3]=[CH:4][C:5]([N:8]2[CH2:13][CH2:12][NH:11][CH2:10][CH2:9]2)=[N:6][CH:7]=1.[Cl:14][C:15]1[CH:23]=[CH:22][C:21]([Cl:24])=[CH:20][C:16]=1[C:17](O)=[O:18].CCN=C=NCCCN(C)C.C1C=CC2N(O)N=NC=2C=1.C(N(CC)CC)C.IC1C=CC(N2CCN(C(C3C=CC=CC=3C(F)(F)F)=O)CC2)=NC=1, predict the reaction product. The product is: [I:1][C:2]1[CH:3]=[CH:4][C:5]([N:8]2[CH2:9][CH2:10][N:11]([C:17]([C:16]3[CH:20]=[C:21]([Cl:24])[CH:22]=[CH:23][C:15]=3[Cl:14])=[O:18])[CH2:12][CH2:13]2)=[N:6][CH:7]=1. (7) Given the reactants [OH:1][C:2]1[CH:7]=[CH:6][C:5]([CH2:8][CH2:9][CH2:10][CH2:11][N:12]2[CH:16]=[CH:15][N:14]=[C:13]2[CH2:17][CH:18]([OH:21])[CH2:19][OH:20])=[CH:4][CH:3]=1.[H-].[Na+].Cl[CH2:25][C:26]1[N:27]=[C:28](/[CH:31]=[CH:32]/[C:33]2[CH:38]=[CH:37][C:36]([F:39])=[CH:35][C:34]=2[F:40])[O:29][CH:30]=1, predict the reaction product. The product is: [F:40][C:34]1[CH:35]=[C:36]([F:39])[CH:37]=[CH:38][C:33]=1/[CH:32]=[CH:31]/[C:28]1[O:29][CH:30]=[C:26]([CH2:25][O:1][C:2]2[CH:7]=[CH:6][C:5]([CH2:8][CH2:9][CH2:10][CH2:11][N:12]3[CH:16]=[CH:15][N:14]=[C:13]3[CH2:17][CH:18]([OH:21])[CH2:19][OH:20])=[CH:4][CH:3]=2)[N:27]=1. (8) The product is: [NH2:1][C:2]1[C:11]2[CH:10]=[CH:9][CH:8]=[C:7]([C:32]3[CH:31]=[N:30][C:29]([Cl:28])=[CH:34][CH:33]=3)[C:6]=2[N:5]=[C:4]2[CH2:13][N:14]([CH2:17][C:18]3[CH:23]=[CH:22][C:21]([O:24][CH3:25])=[C:20]([O:26][CH3:27])[CH:19]=3)[C:15](=[O:16])[C:3]=12. Given the reactants [NH2:1][C:2]1[C:11]2[CH:10]=[CH:9][CH:8]=[C:7](Br)[C:6]=2[N:5]=[C:4]2[CH2:13][N:14]([CH2:17][C:18]3[CH:23]=[CH:22][C:21]([O:24][CH3:25])=[C:20]([O:26][CH3:27])[CH:19]=3)[C:15](=[O:16])[C:3]=12.[Cl:28][C:29]1[CH:34]=[CH:33][C:32](B2OC(C)(C)C(C)(C)O2)=[CH:31][N:30]=1, predict the reaction product. (9) Given the reactants [OH:1][C:2]1[CH:11]=[CH:10][C:5]([C:6]([O:8][CH3:9])=[O:7])=[CH:4][C:3]=1[O:12][CH3:13].Br[CH2:15][CH2:16][CH2:17][Cl:18].C(=O)([O-])[O-].[K+].[K+].[Cl-].[K+], predict the reaction product. The product is: [Cl:18][CH2:17][CH2:16][CH2:15][O:1][C:2]1[CH:11]=[CH:10][C:5]([C:6]([O:8][CH3:9])=[O:7])=[CH:4][C:3]=1[O:12][CH3:13]. (10) Given the reactants [Cl:1][C:2]1[N:7]=[CH:6][C:5]2[C:8](=[O:30])[NH:9][N:10]([C:11]([C:24]3[CH:29]=[CH:28][CH:27]=[CH:26][CH:25]=3)([C:18]3[CH:23]=[CH:22][CH:21]=[CH:20][CH:19]=3)[C:12]3[CH:17]=[CH:16][CH:15]=[CH:14][CH:13]=3)[C:4]=2[CH:3]=1.Cl[C:32]([F:38])([F:37])C(OC)=O.C([O-])([O-])=O.[K+].[K+], predict the reaction product. The product is: [Cl:1][C:2]1[N:7]=[CH:6][C:5]2[C:8]([O:30][CH:32]([F:38])[F:37])=[N:9][N:10]([C:11]([C:18]3[CH:23]=[CH:22][CH:21]=[CH:20][CH:19]=3)([C:12]3[CH:13]=[CH:14][CH:15]=[CH:16][CH:17]=3)[C:24]3[CH:25]=[CH:26][CH:27]=[CH:28][CH:29]=3)[C:4]=2[CH:3]=1.